Task: Predict the reaction yield, written as a fraction of the theoretical maximum amount of product (1.0 means a 100% yield; for example, 0.34 means a 34% yield).. Dataset: Reaction yield outcomes from USPTO patents with 853,638 reactions (1) The reactants are [Br:1][C:2]1[N:7]=[C:6]([C:8]([NH:10][CH2:11][C:12]2[CH:17]=[CH:16][C:15]([Cl:18])=[CH:14][CH:13]=2)=[O:9])[C:5]([OH:19])=[CH:4][CH:3]=1.[C:20]([O-])([O-])=O.[Cs+].[Cs+].ClCI. The catalyst is CN(C=O)C. The product is [Br:1][C:2]1[CH:3]=[CH:4][C:5]2[O:19][CH2:20][N:10]([CH2:11][C:12]3[CH:17]=[CH:16][C:15]([Cl:18])=[CH:14][CH:13]=3)[C:8](=[O:9])[C:6]=2[N:7]=1. The yield is 0.730. (2) The reactants are [F:1][C:2]1[CH:9]=[C:8]([OH:10])[CH:7]=[CH:6][C:3]=1[C:4]#N.[OH-:11].[Na+].Cl.[OH2:14]. No catalyst specified. The product is [F:1][C:2]1[CH:9]=[C:8]([OH:10])[CH:7]=[CH:6][C:3]=1[C:4]([OH:14])=[O:11]. The yield is 1.00. (3) The product is [F:39][CH2:40][CH:41]1[CH2:44][N:43]([CH2:45][CH2:46][O:1][C:2]2[CH:7]=[CH:6][C:5]([CH:8]3[CH:17]([C:18]4[CH:19]=[CH:20][C:21]([O:24][CH:25]5[CH2:30][CH2:29][CH2:28][CH2:27][O:26]5)=[CH:22][CH:23]=4)[C:16](=[O:31])[C:15]4[C:10](=[CH:11][C:12]([O:32][CH:33]5[CH2:38][CH2:37][CH2:36][CH2:35][O:34]5)=[CH:13][CH:14]=4)[O:9]3)=[CH:4][CH:3]=2)[CH2:42]1. The catalyst is CC1OCCC1. The yield is 0.700. The reactants are [OH:1][C:2]1[CH:7]=[CH:6][C:5]([CH:8]2[CH:17]([C:18]3[CH:23]=[CH:22][C:21]([O:24][CH:25]4[CH2:30][CH2:29][CH2:28][CH2:27][O:26]4)=[CH:20][CH:19]=3)[C:16](=[O:31])[C:15]3[C:10](=[CH:11][C:12]([O:32][CH:33]4[CH2:38][CH2:37][CH2:36][CH2:35][O:34]4)=[CH:13][CH:14]=3)[O:9]2)=[CH:4][CH:3]=1.[F:39][CH2:40][CH:41]1[CH2:44][N:43]([CH2:45][CH2:46]O)[CH2:42]1.C1(P(C2C=CC=CC=2)C2C=CC=CC=2)C=CC=CC=1.N(C(OCC)=O)=NC(OCC)=O. (4) The reactants are [C:1]([C:3]1[N:7]([CH3:8])[C:6]([C:9]2[CH:10]=[C:11]3[C:15](=[CH:16][CH:17]=2)[NH:14][C:13](=NC#N)[C:12]23[CH2:25][CH2:24][CH2:23][CH2:22][CH2:21]2)=[CH:5][CH:4]=1)#[N:2].C(NCC)C. The catalyst is C1COCC1. The product is [C:1]([C:3]1[N:7]([CH3:8])[C:6]([C:9]2[CH:10]=[C:11]3[C:15](=[CH:16][CH:17]=2)[N:14]=[CH:13][C:12]23[CH2:25][CH2:24][CH2:23][CH2:22][CH2:21]2)=[CH:5][CH:4]=1)#[N:2]. The yield is 0.610. (5) The reactants are [CH3:1][C@H:2]1[C:3](=[O:36])[NH:4][C:5]2[CH:6]=[N:7][N:8]([CH2:28][O:29][CH2:30][CH2:31][Si:32]([CH3:35])([CH3:34])[CH3:33])[C:9]=2[C:10]2[CH:11]=[CH:12][CH:13]=[C:14]([CH:27]=2)[C@@H:15]([NH:19][C:20](=[O:26])[O:21][C:22]([CH3:25])([CH3:24])[CH3:23])[CH2:16][CH:17]=[CH:18]1. The catalyst is CCO.O=[Pt]=O. The product is [CH3:1][C@@H:2]1[CH2:18][CH2:17][CH2:16][C@H:15]([NH:19][C:20](=[O:26])[O:21][C:22]([CH3:25])([CH3:24])[CH3:23])[C:14]2[CH:27]=[C:10]([CH:11]=[CH:12][CH:13]=2)[C:9]2[N:8]([CH2:28][O:29][CH2:30][CH2:31][Si:32]([CH3:35])([CH3:34])[CH3:33])[N:7]=[CH:6][C:5]=2[NH:4][C:3]1=[O:36]. The yield is 0.930. (6) The reactants are I[C:2]1[C:3]([NH2:8])=[N:4][CH:5]=[CH:6][CH:7]=1.[CH3:9][Si:10]([C:13]#[CH:14])([CH3:12])[CH3:11].C(N(CC)C(C)C)(C)C.CN1CCCC1=O. The catalyst is [Cu]I.C1C=CC([P]([Pd]([P](C2C=CC=CC=2)(C2C=CC=CC=2)C2C=CC=CC=2)([P](C2C=CC=CC=2)(C2C=CC=CC=2)C2C=CC=CC=2)[P](C2C=CC=CC=2)(C2C=CC=CC=2)C2C=CC=CC=2)(C2C=CC=CC=2)C2C=CC=CC=2)=CC=1.O. The product is [CH3:9][Si:10]([C:13]#[C:14][C:2]1[C:3]([NH2:8])=[N:4][CH:5]=[CH:6][CH:7]=1)([CH3:12])[CH3:11]. The yield is 0.807. (7) The product is [Cl:11][C:9]1[S:10][C:5]2[S:4](=[O:13])(=[O:12])[N:3]=[C:2]([F:14])[NH:7][C:6]=2[CH:8]=1. The catalyst is CS(C)=O. The reactants are Cl[C:2]1[NH:7][C:6]2[CH:8]=[C:9]([Cl:11])[S:10][C:5]=2[S:4](=[O:13])(=[O:12])[N:3]=1.[F-:14].[Cs+].O.Cl. The yield is 0.800. (8) The reactants are [OH:1][C:2]([CH3:35])([CH3:34])[CH2:3][CH2:4][N:5]1[CH:9]=[C:8]([C:10]2[CH:33]=[CH:32][C:13]3[N:14]([C:17]4[CH:18]=[C:19]([NH:28]C(=O)C)[CH:20]=[C:21]([N:23]5[CH:27]=[CH:26][CH:25]=[CH:24]5)[CH:22]=4)[CH:15]=[N:16][C:12]=3[CH:11]=2)[N:7]=[N:6]1.[OH-].[Na+]. The catalyst is C(O)C. The product is [NH2:28][C:19]1[CH:18]=[C:17]([N:14]2[C:13]3[CH:32]=[CH:33][C:10]([C:8]4[N:7]=[N:6][N:5]([CH2:4][CH2:3][C:2]([CH3:35])([OH:1])[CH3:34])[CH:9]=4)=[CH:11][C:12]=3[N:16]=[CH:15]2)[CH:22]=[C:21]([N:23]2[CH:27]=[CH:26][CH:25]=[CH:24]2)[CH:20]=1. The yield is 0.580.